Dataset: Reaction yield outcomes from USPTO patents with 853,638 reactions. Task: Predict the reaction yield, written as a fraction of the theoretical maximum amount of product (1.0 means a 100% yield; for example, 0.34 means a 34% yield). The reactants are CS(OS(C)(=O)=O)(=O)=O.C([N:13](CC)[CH:14]([CH3:16])[CH3:15])(C)C.[CH3:19][CH2:20][CH2:21]C[N+](CCCC)(CCCC)CCCC.[N-]=[N+]=[N-].[OH-:39].[Na+].[C:58]1(P([C:54]2[CH:59]=[CH:58][CH:57]=[CH:56]C=2)[C:58]2[CH:59]=[CH:54]C=[CH:56][CH:57]=2)[CH:59]=[CH:54]C=[CH:56][CH:57]=1. The catalyst is CC(OC)(C)C.O.CO.C1COCC1. The product is [CH3:19][C:20]1([CH3:21])[CH2:15][C@@H:14]([NH2:13])[C:16]2[C:56](=[CH:57][CH:58]=[CH:59][CH:54]=2)[O:39]1. The yield is 0.590.